Predict the reaction yield, written as a fraction of the theoretical maximum amount of product (1.0 means a 100% yield; for example, 0.34 means a 34% yield). From a dataset of Reaction yield outcomes from USPTO patents with 853,638 reactions. The yield is 0.270. The product is [C:19]([O:18][C:16]([N:23]1[CH2:28][CH2:27][N:26]([CH2:13][CH2:12][C:10]2[CH:9]=[CH:8][C:5]([C:6]#[N:7])=[C:4]([O:3][CH:2]([F:15])[F:1])[CH:11]=2)[CH2:25][CH2:24]1)=[O:17])([CH3:22])([CH3:20])[CH3:21]. The reactants are [F:1][CH:2]([F:15])[O:3][C:4]1[CH:11]=[C:10]([CH2:12][CH:13]=O)[CH:9]=[CH:8][C:5]=1[C:6]#[N:7].[C:16]([N:23]1[CH2:28][CH2:27][NH:26][CH2:25][CH2:24]1)([O:18][C:19]([CH3:22])([CH3:21])[CH3:20])=[O:17].[BH-](OC(C)=O)(OC(C)=O)OC(C)=O.[Na+]. The catalyst is C(Cl)Cl.